From a dataset of Peptide-MHC class I binding affinity with 185,985 pairs from IEDB/IMGT. Regression. Given a peptide amino acid sequence and an MHC pseudo amino acid sequence, predict their binding affinity value. This is MHC class I binding data. The peptide sequence is HEVHAVWPG. The MHC is HLA-B08:01 with pseudo-sequence HLA-B08:01. The binding affinity (normalized) is 0.0847.